From a dataset of Forward reaction prediction with 1.9M reactions from USPTO patents (1976-2016). Predict the product of the given reaction. (1) Given the reactants [H-].[Na+].[NH2:3][C:4]1[O:8][N:7]=[C:6]([CH3:9])[CH:5]=1.[CH:10]1C=C(OC(OC2N=CC=CC=2)=S)N=CC=1.[NH:26]([C:28](=[O:49])[C:29]([NH:31][C:32]1[CH:37]=[CH:36][C:35]([C@H:38]2[CH2:43][CH2:42][C@H:41]([CH2:44][C:45]([O:47]C)=[O:46])[CH2:40][CH2:39]2)=[CH:34][CH:33]=1)=[O:30])[NH2:27].CCN=C=NCCCN(C)C, predict the reaction product. The product is: [CH3:9][C:6]1[CH:5]=[C:4]([NH:3][C:10]2[O:49][C:28]([C:29]([NH:31][C:32]3[CH:37]=[CH:36][C:35]([C@H:38]4[CH2:43][CH2:42][C@H:41]([CH2:44][C:45]([OH:47])=[O:46])[CH2:40][CH2:39]4)=[CH:34][CH:33]=3)=[O:30])=[N:26][N:27]=2)[O:8][N:7]=1. (2) The product is: [CH2:24]([C:22]1[CH:23]=[C:18]([CH2:17][CH2:11][O:10][CH2:9][CH2:8][Si:7]([CH3:14])([CH3:13])[CH3:6])[N:19]=[CH:20][N:21]=1)[CH2:25][C:26]1[CH:27]=[CH:28][CH:29]=[CH:30][CH:31]=1. Given the reactants C([Li])CCC.[CH3:6][Si:7]([CH3:14])([CH3:13])[CH2:8][CH2:9][O:10][CH2:11]Cl.[Cl-].[NH4+].[CH3:17][C:18]1[CH:23]=[C:22]([CH:24](COCC[Si](C)(C)C)[CH2:25][C:26]2[CH:31]=[CH:30][CH:29]=[CH:28][CH:27]=2)[N:21]=[CH:20][N:19]=1, predict the reaction product. (3) Given the reactants [N+:1]([C:4]1[CH:5]=[C:6]([CH:10]=[CH:11][CH:12]=1)[C:7](Cl)=[O:8])([O-:3])=[O:2].[CH3:13][O:14][C:15](=[O:34])[C:16]1[C:17](=[CH:22][C:23]([O:26][C:27]2[CH:32]=[CH:31][CH:30]=[CH:29][C:28]=2[NH2:33])=[CH:24][CH:25]=1)[C:18]([O:20][CH3:21])=[O:19], predict the reaction product. The product is: [CH3:13][O:14][C:15](=[O:34])[C:16]1[C:17](=[CH:22][C:23]([O:26][C:27]2[CH:32]=[CH:31][CH:30]=[CH:29][C:28]=2[NH:33][C:7](=[O:8])[C:6]2[CH:10]=[CH:11][CH:12]=[C:4]([N+:1]([O-:3])=[O:2])[CH:5]=2)=[CH:24][CH:25]=1)[C:18]([O:20][CH3:21])=[O:19]. (4) Given the reactants [CH:1]1([NH:7][C:8]2[CH:17]=[C:16]3[C:11]([C:12](=[O:29])[C:13]([CH:23]([OH:28])[C:24]([O:26][CH3:27])=[O:25])=[CH:14][N:15]3[CH:18]3[CH2:22][CH2:21][CH2:20][CH2:19]3)=[CH:10][C:9]=2[F:30])[CH2:6][CH2:5][CH2:4][CH2:3][CH2:2]1.[H-].[Na+].Br[CH2:34][C:35]([O:37][CH2:38][CH3:39])=[O:36].C(=O)([O-])O.[Na+], predict the reaction product. The product is: [CH:1]1([NH:7][C:8]2[CH:17]=[C:16]3[C:11]([C:12](=[O:29])[C:13]([CH:23]([O:28][CH2:34][C:35]([O:37][CH2:38][CH3:39])=[O:36])[C:24]([O:26][CH3:27])=[O:25])=[CH:14][N:15]3[CH:18]3[CH2:22][CH2:21][CH2:20][CH2:19]3)=[CH:10][C:9]=2[F:30])[CH2:2][CH2:3][CH2:4][CH2:5][CH2:6]1. (5) Given the reactants [N:1]([CH:4]([C:23]1[CH:28]=[CH:27][N:26]=[CH:25][CH:24]=1)[CH2:5][N:6]1[C:18]2[CH2:17][CH2:16][N:15]3[CH2:19][CH2:20][CH2:21][CH:14]3[C:13]=2[C:12]2[CH:11]=[C:10]([CH3:22])[CH:9]=[CH:8][C:7]1=2)=[N+]=[N-].[Cl-].[NH4+].N, predict the reaction product. The product is: [CH3:22][C:10]1[CH:9]=[CH:8][C:7]2[N:6]([CH2:5][CH:4]([NH2:1])[C:23]3[CH:28]=[CH:27][N:26]=[CH:25][CH:24]=3)[C:18]3[CH2:17][CH2:16][N:15]4[CH2:19][CH2:20][CH2:21][CH:14]4[C:13]=3[C:12]=2[CH:11]=1. (6) The product is: [Br:1][C:2]1[CH:3]=[C:4]([CH:8]=[CH:9][N:10]=1)[C:5]([NH:55][C:53]1[O:54][C:50]2[C:49]([CH:56]3[CH2:57][CH2:58][O:59][CH2:60][CH2:61]3)=[CH:48][CH:47]=[C:46]([O:45][CH3:44])[C:51]=2[N:52]=1)=[O:7]. Given the reactants [Br:1][C:2]1[CH:3]=[C:4]([CH:8]=[CH:9][N:10]=1)[C:5]([OH:7])=O.CN(C(ON1N=NC2C=CC=NC1=2)=[N+](C)C)C.F[P-](F)(F)(F)(F)F.C(N(C(C)C)C(C)C)C.[CH3:44][O:45][C:46]1[C:51]2[N:52]=[C:53]([NH2:55])[O:54][C:50]=2[C:49]([CH:56]2[CH2:61][CH2:60][O:59][CH2:58][CH2:57]2)=[CH:48][CH:47]=1, predict the reaction product.